The task is: Predict the reaction yield, written as a fraction of the theoretical maximum amount of product (1.0 means a 100% yield; for example, 0.34 means a 34% yield).. This data is from Reaction yield outcomes from USPTO patents with 853,638 reactions. The product is [CH3:1][C:2]1[C:6]([CH2:7][N:8]2[CH:12]=[C:11]([N:13]3[C:17](=[O:18])[CH2:16][N:15]([CH2:26][C:25]4[CH:28]=[CH:29][CH:30]=[C:23]([O:22][CH3:21])[CH:24]=4)[C:14]3=[O:19])[CH:10]=[N:9]2)=[C:5]([CH3:20])[O:4][N:3]=1. No catalyst specified. The yield is 0.550. The reactants are [CH3:1][C:2]1[C:6]([CH2:7][N:8]2[CH:12]=[C:11]([N:13]3[C:17](=[O:18])[CH2:16][NH:15][C:14]3=[O:19])[CH:10]=[N:9]2)=[C:5]([CH3:20])[O:4][N:3]=1.[CH3:21][O:22][C:23]1[CH:24]=[C:25]([CH:28]=[CH:29][CH:30]=1)[CH2:26]Br.